This data is from Full USPTO retrosynthesis dataset with 1.9M reactions from patents (1976-2016). The task is: Predict the reactants needed to synthesize the given product. (1) The reactants are: [NH2:1][CH2:2][C:3]1[CH:4]=[C:5]([NH:23][C:24](=[O:27])[O:25][CH3:26])[CH:6]=[N:7][C:8]=1[S:9](=[O:22])(=[O:21])[NH:10][C:11]1[CH:12]=[CH:13][C:14]2[CH2:18][O:17][B:16]([OH:19])[C:15]=2[CH:20]=1.[O:28]([C:30]#[N:31])[K]. Given the product [OH:19][B:16]1[C:15]2[CH:20]=[C:11]([NH:10][S:9]([C:8]3[N:7]=[CH:6][C:5]([NH:23][C:24](=[O:27])[O:25][CH3:26])=[CH:4][C:3]=3[CH2:2][NH:1][C:30]([NH2:31])=[O:28])(=[O:22])=[O:21])[CH:12]=[CH:13][C:14]=2[CH2:18][O:17]1, predict the reactants needed to synthesize it. (2) Given the product [CH:1]1([C:4]2[CH:12]=[C:11]([CH:13]([O:15][CH2:16][C:17]3([C:30]4[CH:31]=[CH:32][C:33]([F:36])=[CH:34][CH:35]=4)[CH2:22][CH2:21][NH:20][CH2:19][CH2:18]3)[CH3:14])[C:10]3[C:6](=[CH:7][NH:8][N:9]=3)[CH:5]=2)[CH2:3][CH2:2]1, predict the reactants needed to synthesize it. The reactants are: [CH:1]1([C:4]2[CH:12]=[C:11]([CH:13]([O:15][CH2:16][C:17]3([C:30]4[CH:35]=[CH:34][C:33]([F:36])=[CH:32][CH:31]=4)[CH2:22][CH2:21][N:20](C(OC(C)(C)C)=O)[CH2:19][CH2:18]3)[CH3:14])[C:10]3[C:6](=[CH:7][N:8](COCC[Si](C)(C)C)[N:9]=3)[CH:5]=2)[CH2:3][CH2:2]1. (3) Given the product [CH3:31][N:29]([CH3:30])[CH2:28][CH2:27][CH2:26][NH:25][C:23]1[C:22]2[C:17](=[CH:18][CH:19]=[CH:20][CH:21]=2)[N:16]=[C:15]([CH2:14][N:11]2[CH2:10][CH2:9][NH:8][CH2:13][CH2:12]2)[N:24]=1, predict the reactants needed to synthesize it. The reactants are: C([N:8]1[CH2:13][CH2:12][N:11]([CH2:14][C:15]2[N:24]=[C:23]([NH:25][CH2:26][CH2:27][CH2:28][N:29]([CH3:31])[CH3:30])[C:22]3[C:17](=[CH:18][CH:19]=[CH:20][CH:21]=3)[N:16]=2)[CH2:10][CH2:9]1)C1C=CC=CC=1.C([O-])=O.[NH4+]. (4) The reactants are: [C:1](=[O:13])([O:11][CH3:12])[O:2][C:3]1[CH:8]=[CH:7][C:6]([F:9])=[CH:5][C:4]=1[CH3:10].[N+:14]([O-])([O-:16])=[O:15].[K+]. Given the product [C:1](=[O:13])([O:11][CH3:12])[O:2][C:3]1[CH:8]=[C:7]([N+:14]([O-:16])=[O:15])[C:6]([F:9])=[CH:5][C:4]=1[CH3:10], predict the reactants needed to synthesize it. (5) Given the product [CH2:1]([O:3][C:4](=[O:12])[C:5]1[CH:10]=[CH:9][CH:8]=[C:7]([O:11][CH2:14][CH2:15][CH2:16][Cl:17])[CH:6]=1)[CH3:2], predict the reactants needed to synthesize it. The reactants are: [CH2:1]([O:3][C:4](=[O:12])[C:5]1[CH:10]=[CH:9][CH:8]=[C:7]([OH:11])[CH:6]=1)[CH3:2].Br[CH2:14][CH2:15][CH2:16][Cl:17].C([O-])([O-])=O.[K+].[K+]. (6) Given the product [CH3:10][C:3]1[CH:4]=[C:5]([CH:8]=[CH:9][C:2]=1[CH:11]=[CH2:12])[C:6]#[N:7], predict the reactants needed to synthesize it. The reactants are: Br[C:2]1[CH:9]=[CH:8][C:5]([C:6]#[N:7])=[CH:4][C:3]=1[CH3:10].[CH:11]([Sn](CCCC)(CCCC)CCCC)=[CH2:12].